From a dataset of Full USPTO retrosynthesis dataset with 1.9M reactions from patents (1976-2016). Predict the reactants needed to synthesize the given product. (1) Given the product [Br:20][CH2:32][C:31]#[C:30][C@:29]([NH:38][C@H:39]([C:45]([NH:47][C@H:48]([C:70]([NH2:72])=[O:71])[CH2:49][S:50][C:51]([C:52]1[CH:53]=[CH:54][CH:55]=[CH:56][CH:57]=1)([C:64]1[CH:69]=[CH:68][CH:67]=[CH:66][CH:65]=1)[C:58]1[CH:63]=[CH:62][CH:61]=[CH:60][CH:59]=1)=[O:46])[CH2:40][C:41]([F:44])([CH3:43])[CH3:42])([C:26]1[CH:27]=[CH:28][C:23]([Br:22])=[CH:24][CH:25]=1)[C:34]([F:35])([F:36])[F:37], predict the reactants needed to synthesize it. The reactants are: C1(P(C2C=CC=CC=2)C2C=CC=CC=2)C=CC=CC=1.[Br:20]Br.[Br:22][C:23]1[CH:28]=[CH:27][C:26]([C@:29]([NH:38][C@H:39]([C:45]([NH:47][C@H:48]([C:70]([NH2:72])=[O:71])[CH2:49][S:50][C:51]([C:64]2[CH:69]=[CH:68][CH:67]=[CH:66][CH:65]=2)([C:58]2[CH:63]=[CH:62][CH:61]=[CH:60][CH:59]=2)[C:52]2[CH:57]=[CH:56][CH:55]=[CH:54][CH:53]=2)=[O:46])[CH2:40][C:41]([F:44])([CH3:43])[CH3:42])([C:34]([F:37])([F:36])[F:35])[C:30]#[C:31][CH2:32]O)=[CH:25][CH:24]=1. (2) Given the product [CH3:11][N:12]1[CH2:17][CH2:16][N:15]([C:2]2[CH:7]=[CH:6][C:5]([N+:8]([O-:10])=[O:9])=[CH:4][CH:3]=2)[CH2:14][CH2:13]1, predict the reactants needed to synthesize it. The reactants are: F[C:2]1[CH:7]=[CH:6][C:5]([N+:8]([O-:10])=[O:9])=[CH:4][CH:3]=1.[CH3:11][N:12]1[CH2:17][CH2:16][NH:15][CH2:14][CH2:13]1.C([O-])([O-])=O.[K+].[K+]. (3) Given the product [CH3:29][N:17]1[C:12]2[C:11]3[CH:10]([CH2:9][N:8]([CH2:7][C:6]([OH:5])=[O:28])[C:16]=3[CH:15]=[CH:14][CH:13]=2)[CH2:20][CH2:21][CH2:22][C:23]1=[O:24], predict the reactants needed to synthesize it. The reactants are: C([O:5][C:6](=[O:28])[CH2:7][N:8]1[C:16]2[C:11](=[C:12]([N+:17]([O-])=O)[CH:13]=[CH:14][CH:15]=2)[CH:10]([CH2:20][CH2:21][CH2:22][C:23](OCC)=[O:24])[CH2:9]1)(C)(C)C.[CH3:29]CO. (4) Given the product [CH2:28]([O:27][C:24]1[CH:25]=[CH:26][C:21]([CH2:20][CH2:19][N:6]2[C:7]3[CH:8]=[CH:9][C:10]([CH3:13])=[CH:11][C:12]=3[C:4]3[CH2:3][N:2]([CH3:1])[CH2:15][CH2:14][C:5]2=3)=[CH:22][CH:23]=1)[CH3:29], predict the reactants needed to synthesize it. The reactants are: [CH3:1][N:2]1[CH2:15][CH2:14][C:5]2[NH:6][C:7]3[CH:8]=[CH:9][C:10]([CH3:13])=[CH:11][C:12]=3[C:4]=2[CH2:3]1.[OH-].[K+].Br[CH2:19][CH2:20][C:21]1[CH:26]=[CH:25][C:24]([O:27][CH2:28][CH3:29])=[CH:23][CH:22]=1. (5) Given the product [F:1][C:2]1[CH:7]=[CH:6][CH:5]=[CH:4][C:3]=1[N:8]1[C:16]2[C:11](=[C:12]([N:17]3[CH:21]=[CH:20][N:19]([CH2:26][C:27]([NH2:29])=[O:28])[C:18]3=[O:22])[CH:13]=[CH:14][CH:15]=2)[CH:10]=[N:9]1, predict the reactants needed to synthesize it. The reactants are: [F:1][C:2]1[CH:7]=[CH:6][CH:5]=[CH:4][C:3]=1[N:8]1[C:16]2[C:11](=[C:12]([N:17]3[CH:21]=[CH:20][NH:19][C:18]3=[O:22])[CH:13]=[CH:14][CH:15]=2)[CH:10]=[N:9]1.[H-].[Na+].Br[CH2:26][C:27]([NH2:29])=[O:28]. (6) Given the product [Cl:1][CH2:2][C:3]1[O:7][N:6]=[C:5]([CH2:8][C:9]2[CH:14]=[CH:13][C:12]([I:26])=[CH:11][CH:10]=2)[N:4]=1, predict the reactants needed to synthesize it. The reactants are: [Cl:1][CH2:2][C:3]1[O:7][N:6]=[C:5]([CH2:8][C:9]2[CH:14]=[CH:13][CH:12]=[C:11](I)[CH:10]=2)[N:4]=1.ONC(=N)CC1C=CC([I:26])=CC=1. (7) Given the product [OH:26][CH:25]([C:24]1[CH:27]=[CH:28][CH:29]=[CH:30][C:23]=1[S:20]([C:14]1[CH:15]=[CH:16][CH:17]=[CH:18][CH:19]=1)(=[O:22])=[O:21])[C:10]1[C:9]2[C:8](=[O:11])[CH2:7][C:6]([CH3:13])([CH3:12])[CH2:5][C:4]=2[NH:3][C:2]=1[CH3:1], predict the reactants needed to synthesize it. The reactants are: [CH3:1][C:2]1[NH:3][C:4]2[CH2:5][C:6]([CH3:13])([CH3:12])[CH2:7][C:8](=[O:11])[C:9]=2[CH:10]=1.[C:14]1([S:20]([C:23]2[CH:30]=[CH:29][CH:28]=[CH:27][C:24]=2[CH:25]=[O:26])(=[O:22])=[O:21])[CH:19]=[CH:18][CH:17]=[CH:16][CH:15]=1.[OH-].[Na+]. (8) Given the product [CH2:10]([C:8]1[O:9][C:5]2[CH:4]=[CH:3][C:2]([Br:1])=[CH:18][C:6]=2[CH:7]=1)[C:12]1[CH:13]=[CH:14][CH:15]=[CH:16][CH:17]=1, predict the reactants needed to synthesize it. The reactants are: [Br:1][C:2]1[CH:3]=[CH:4][C:5]2[O:9][C:8]([C:10]([C:12]3[CH:17]=[CH:16][CH:15]=[CH:14][CH:13]=3)=O)=[CH:7][C:6]=2[CH:18]=1.C([BH3-])#N.[Na+].